This data is from Aqueous solubility values for 9,982 compounds from the AqSolDB database. The task is: Regression/Classification. Given a drug SMILES string, predict its absorption, distribution, metabolism, or excretion properties. Task type varies by dataset: regression for continuous measurements (e.g., permeability, clearance, half-life) or binary classification for categorical outcomes (e.g., BBB penetration, CYP inhibition). For this dataset (solubility_aqsoldb), we predict Y. (1) The drug is CC(C)(C)c1cc(C(C)(CC(=O)OCCOC(=O)CC(C)(c2ccc(O)c(C(C)(C)C)c2)c2ccc(O)c(C(C)(C)C)c2)c2ccc(O)c(C(C)(C)C)c2)ccc1O. The Y is -6.20 log mol/L. (2) The compound is CCC(C)c1cc([N+](=O)[O-])cc([N+](=O)[O-])c1OC(=O)C=C(C)C. The Y is -5.51 log mol/L. (3) The Y is -3.72 log mol/L. The drug is COC(=O)c1ccc(C(=O)OC)c(N)c1. (4) The drug is CC(=O)CC(=O)Nc1ccc2[nH]c(=O)[nH]c2c1. The Y is -2.52 log mol/L. (5) The molecule is C=C(C)C(=C)C. The Y is -2.40 log mol/L. (6) The drug is CCC(C)C(C)C(C)CCc1ccc(O)cc1. The Y is -5.18 log mol/L. (7) The compound is CCCCCOC(N)=O. The Y is -1.47 log mol/L. (8) The compound is CCOc1ccc(NC(=O)C(N=Nc2ccc(-c3ccc(N=NC(C(C)=O)C(=O)Nc4ccc(OCC)cc4)c(Cl)c3)cc2Cl)C(C)=O)cc1. The Y is -7.83 log mol/L.